From a dataset of Full USPTO retrosynthesis dataset with 1.9M reactions from patents (1976-2016). Predict the reactants needed to synthesize the given product. (1) Given the product [NH2:22][C:17]1[CH:18]=[N:19][CH:20]=[CH:21][C:16]=1[N:12]1[CH2:13][C@H:14]([CH3:15])[C@@H:9]([O:8][Si:1]([C:4]([CH3:7])([CH3:6])[CH3:5])([CH3:3])[CH3:2])[C@H:10]([NH:25][C:26](=[O:32])[O:27][C:28]([CH3:31])([CH3:30])[CH3:29])[CH2:11]1, predict the reactants needed to synthesize it. The reactants are: [Si:1]([O:8][C@@H:9]1[C@@H:14]([CH3:15])[CH2:13][N:12]([C:16]2[CH:21]=[CH:20][N:19]=[CH:18][C:17]=2[N+:22]([O-])=O)[CH2:11][C@H:10]1[NH:25][C:26](=[O:32])[O:27][C:28]([CH3:31])([CH3:30])[CH3:29])([C:4]([CH3:7])([CH3:6])[CH3:5])([CH3:3])[CH3:2]. (2) Given the product [OH:2][C:3]1[CH:8]=[CH:7][CH:6]=[CH:5][C:4]=1[N:9]1[CH2:10][CH2:11][N:12]([CH2:15][CH2:16][CH2:17][CH2:18][NH:19][C:20]([C:22]2[NH:23][C:24]3[C:29]([CH:30]=2)=[CH:28][CH:27]=[CH:26][CH:25]=3)=[O:21])[CH2:13][CH2:14]1, predict the reactants needed to synthesize it. The reactants are: C[O:2][C:3]1[CH:8]=[CH:7][CH:6]=[CH:5][C:4]=1[N:9]1[CH2:14][CH2:13][N:12]([CH2:15][CH2:16][CH2:17][CH2:18][NH:19][C:20]([C:22]2[NH:23][C:24]3[C:29]([CH:30]=2)=[CH:28][CH:27]=[CH:26][CH:25]=3)=[O:21])[CH2:11][CH2:10]1.B(Br)(Br)Br.